From a dataset of Kir2.1 potassium channel HTS with 301,493 compounds. Binary Classification. Given a drug SMILES string, predict its activity (active/inactive) in a high-throughput screening assay against a specified biological target. The molecule is O(CCC(OCC(=O)Nc1cc(cc(c1)C)C)=O)c1ccc(cc1)C. The result is 0 (inactive).